This data is from Forward reaction prediction with 1.9M reactions from USPTO patents (1976-2016). The task is: Predict the product of the given reaction. Given the reactants [Cl:1][C:2]1[CH:3]=[C:4]([CH:7]=[C:8]([Cl:21])[C:9]=1[N:10]1[CH:20]=[C:13]2[C:14](Cl)=[N:15][CH:16]=[C:17]([Cl:18])[C:12]2=[N:11]1)[C:5]#[N:6].[CH3:22][C:23]1[N:28]=[CH:27][N:26]=[C:25]([NH2:29])[CH:24]=1.CC1(C)C2C(=C(P(C3C=CC=CC=3)C3C=CC=CC=3)C=CC=2)OC2C(P(C3C=CC=CC=3)C3C=CC=CC=3)=CC=CC1=2.C(=O)([O-])[O-].[Cs+].[Cs+], predict the reaction product. The product is: [Cl:1][C:2]1[CH:3]=[C:4]([CH:7]=[C:8]([Cl:21])[C:9]=1[N:10]1[CH:20]=[C:13]2[C:14]([NH:29][C:25]3[CH:24]=[C:23]([CH3:22])[N:28]=[CH:27][N:26]=3)=[N:15][CH:16]=[C:17]([Cl:18])[C:12]2=[N:11]1)[C:5]#[N:6].